Dataset: Full USPTO retrosynthesis dataset with 1.9M reactions from patents (1976-2016). Task: Predict the reactants needed to synthesize the given product. (1) Given the product [F:1][C:2]1[CH:7]=[CH:6][CH:5]=[C:4]2[C:3]=1[NH:8][C:9](=[O:13])[C:10]2=[O:14], predict the reactants needed to synthesize it. The reactants are: [F:1][C:2]1[CH:7]=[CH:6][CH:5]=[CH:4][C:3]=1[NH:8][C:9](=[O:13])[CH:10]=NO.[OH2:14]. (2) The reactants are: Cl[C:2]1[N:3]=[C:4]([N:13]2[CH2:18][CH2:17][N:16]([C:19](=[O:27])[CH2:20][C:21]3[CH:26]=[CH:25][CH:24]=[CH:23][CH:22]=3)[CH2:15][CH2:14]2)[C:5]2[CH:10]=[C:9]([CH2:11][CH3:12])[S:8][C:6]=2[N:7]=1.[CH2:28]([SH:31])[CH:29]=[CH2:30]. Given the product [CH2:28]([S:31][C:2]1[N:3]=[C:4]([N:13]2[CH2:18][CH2:17][N:16]([C:19](=[O:27])[CH2:20][C:21]3[CH:26]=[CH:25][CH:24]=[CH:23][CH:22]=3)[CH2:15][CH2:14]2)[C:5]2[CH:10]=[C:9]([CH2:11][CH3:12])[S:8][C:6]=2[N:7]=1)[CH:29]=[CH2:30], predict the reactants needed to synthesize it.